This data is from Reaction yield outcomes from USPTO patents with 853,638 reactions. The task is: Predict the reaction yield, written as a fraction of the theoretical maximum amount of product (1.0 means a 100% yield; for example, 0.34 means a 34% yield). The reactants are C(N(CC)C(C)C)(C)C.[CH3:10][C:11]1[CH:20]=[CH:19][C:18]2[C:13](=[CH:14][CH:15]=[CH:16][C:17]=2[N:21]2[CH2:26][CH2:25][N:24]([CH2:27][CH2:28][C:29]3[CH:30]=[C:31]([CH:33]=[CH:34][CH:35]=3)N)[CH2:23][CH2:22]2)[N:12]=1.CS(OCCC1C=CC=C([I:49])C=1)(=O)=O. The catalyst is CN(C)C=O. The product is [I:49][C:31]1[CH:30]=[C:29]([CH2:28][CH2:27][N:24]2[CH2:23][CH2:22][N:21]([C:17]3[CH:16]=[CH:15][CH:14]=[C:13]4[C:18]=3[CH:19]=[CH:20][C:11]([CH3:10])=[N:12]4)[CH2:26][CH2:25]2)[CH:35]=[CH:34][CH:33]=1. The yield is 0.600.